The task is: Predict the product of the given reaction.. This data is from Forward reaction prediction with 1.9M reactions from USPTO patents (1976-2016). (1) Given the reactants [NH2:1][C:2]1[C:7]([Cl:8])=[CH:6][C:5]([C:9]([N:11]2[CH2:16][CH2:15][O:14][CH2:13][CH2:12]2)=[O:10])=[C:4]([CH3:17])[CH:3]=1.Cl[C:19]1[N:24]=[C:23]([NH:25][CH3:26])[C:22]([C:27]([F:30])([F:29])[F:28])=[CH:21][N:20]=1.C1(C)C=CC(S(O)(=O)=O)=CC=1.C(=O)(O)[O-].[Na+], predict the reaction product. The product is: [Cl:8][C:7]1[C:2]([NH:1][C:19]2[N:24]=[C:23]([NH:25][CH3:26])[C:22]([C:27]([F:30])([F:28])[F:29])=[CH:21][N:20]=2)=[CH:3][C:4]([CH3:17])=[C:5]([C:9]([N:11]2[CH2:16][CH2:15][O:14][CH2:13][CH2:12]2)=[O:10])[CH:6]=1. (2) Given the reactants CO[C:3]([C@@:5]1([CH3:25])[C@H:9]([O:10][Si:11]([C:14]([CH3:17])([CH3:16])[CH3:15])([CH3:13])[CH3:12])[CH2:8][CH2:7][N:6]1[C:18](OC(C)(C)C)=[O:19])=[O:4].CCN(C(C)C)C(C)C.[Cl:35][C:36]1[C:43]([CH3:44])=[C:42]([N:45]=C=O)[CH:41]=[CH:40][C:37]=1[C:38]#[N:39].C1CCN2C(=NCCC2)CC1, predict the reaction product. The product is: [Si:11]([O:10][C@H:9]1[C@@:5]2([CH3:25])[N:6]([C:18](=[O:19])[N:45]([C:42]3[CH:41]=[CH:40][C:37]([C:38]#[N:39])=[C:36]([Cl:35])[C:43]=3[CH3:44])[C:3]2=[O:4])[CH2:7][CH2:8]1)([C:14]([CH3:15])([CH3:17])[CH3:16])([CH3:13])[CH3:12]. (3) Given the reactants [F:1][C:2]1[CH:16]=[C:15]([N+:17]([O-])=O)[CH:14]=[CH:13][C:3]=1[NH:4][CH2:5][CH2:6][N:7]1[CH2:12][CH2:11][O:10][CH2:9][CH2:8]1, predict the reaction product. The product is: [F:1][C:2]1[CH:16]=[C:15]([NH2:17])[CH:14]=[CH:13][C:3]=1[NH:4][CH2:5][CH2:6][N:7]1[CH2:12][CH2:11][O:10][CH2:9][CH2:8]1. (4) Given the reactants [Cl:1][C:2]1[C:3]([CH:8]([NH2:15])[C:9]2[CH:14]=[CH:13][CH:12]=[CH:11][CH:10]=2)=[N:4][CH:5]=[CH:6][N:7]=1.Cl, predict the reaction product. The product is: [ClH:1].[Cl:1][C:2]1[C:3]([CH:8]([NH2:15])[C:9]2[CH:14]=[CH:13][CH:12]=[CH:11][CH:10]=2)=[N:4][CH:5]=[CH:6][N:7]=1. (5) Given the reactants Br[C:2]1[C:3]([O:8][CH:9]2[CH2:14][CH2:13][N:12]([C:15]([O:17][C:18]([CH3:21])([CH3:20])[CH3:19])=[O:16])[CH2:11][CH2:10]2)=[N:4][CH:5]=[CH:6][CH:7]=1.[O:22]1[CH2:27][CH:26]=[C:25](B2OC(C)(C)C(C)(C)O2)[CH2:24][CH2:23]1.C([O-])([O-])=O.[Na+].[Na+], predict the reaction product. The product is: [O:22]1[CH2:23][CH:24]=[C:25]([C:2]2[C:3]([O:8][CH:9]3[CH2:14][CH2:13][N:12]([C:15]([O:17][C:18]([CH3:21])([CH3:20])[CH3:19])=[O:16])[CH2:11][CH2:10]3)=[N:4][CH:5]=[CH:6][CH:7]=2)[CH2:26][CH2:27]1. (6) The product is: [Br:1][C:2]1[C:10]2[C:5](=[CH:6][C:7]([NH2:11])=[CH:8][CH:9]=2)[N:4]([S:14]([C:17]2[CH:22]=[CH:21][CH:20]=[CH:19][CH:18]=2)(=[O:16])=[O:15])[CH:3]=1. Given the reactants [Br:1][C:2]1[C:10]2[C:5](=[CH:6][C:7]([N+:11]([O-])=O)=[CH:8][CH:9]=2)[N:4]([S:14]([C:17]2[CH:22]=[CH:21][CH:20]=[CH:19][CH:18]=2)(=[O:16])=[O:15])[CH:3]=1.O.[Sn](Cl)Cl, predict the reaction product. (7) Given the reactants [CH3:1][O:2][C:3]1[CH:15]=[C:14]([O:16][CH3:17])[CH:13]=[CH:12][C:4]=1[CH2:5][NH:6][C:7]1[S:8][CH:9]=[CH:10][N:11]=1.[Li].Cl[S:20]([C:23]1[CH:31]=[CH:30][C:26]([C:27]([OH:29])=[O:28])=[CH:25][C:24]=1[F:32])(=[O:22])=[O:21], predict the reaction product. The product is: [CH3:1][O:2][C:3]1[CH:15]=[C:14]([O:16][CH3:17])[CH:13]=[CH:12][C:4]=1[CH2:5][N:6]([C:7]1[S:8][CH:9]=[CH:10][N:11]=1)[S:20]([C:23]1[CH:31]=[CH:30][C:26]([C:27]([OH:29])=[O:28])=[CH:25][C:24]=1[F:32])(=[O:21])=[O:22]. (8) Given the reactants CO[C:3]([C:5]1[S:6][CH:7]=[CH:8][C:9]=1Br)=[O:4].Cl.[NH2:12][C:13]1[CH:18]=[C:17]([C:19]#[N:20])[CH:16]=[CH:15][C:14]=1B(O)O.C(=O)([O-])[O-].[Cs+].[Cs+].O, predict the reaction product. The product is: [O:4]=[C:3]1[C:5]2[S:6][CH:7]=[CH:8][C:9]=2[C:14]2[CH:15]=[CH:16][C:17]([C:19]#[N:20])=[CH:18][C:13]=2[NH:12]1.